This data is from Full USPTO retrosynthesis dataset with 1.9M reactions from patents (1976-2016). The task is: Predict the reactants needed to synthesize the given product. (1) Given the product [C:42]([NH:46][C:27](=[O:29])[C:25]1[CH:24]=[CH:23][CH:22]=[C:21]([CH2:20][N:17]2[CH2:18][CH2:19][N:14]([C:12](=[O:13])[C:11]3[CH:30]=[CH:31][C:8]([NH:7][C:6]([NH:5][CH:1]4[CH2:4][CH2:3][CH2:2]4)=[O:33])=[C:9]([F:32])[CH:10]=3)[CH2:15][CH2:16]2)[N:26]=1)([CH3:45])([CH3:44])[CH3:43], predict the reactants needed to synthesize it. The reactants are: [CH:1]1([NH:5][C:6](=[O:33])[NH:7][C:8]2[CH:31]=[CH:30][C:11]([C:12]([N:14]3[CH2:19][CH2:18][N:17]([CH2:20][C:21]4[N:26]=[C:25]([C:27]([O-:29])=O)[CH:24]=[CH:23][CH:22]=4)[CH2:16][CH2:15]3)=[O:13])=[CH:10][C:9]=2[F:32])[CH2:4][CH2:3][CH2:2]1.[Na+].C(N(CC)CC)C.[C:42]([NH2:46])([CH3:45])([CH3:44])[CH3:43].CCCP1(OP(CCC)(=O)OP(CCC)(=O)O1)=O. (2) Given the product [CH3:35][O:1][CH:2]([C:28]1[CH:29]=[CH:30][CH:31]=[CH:32][CH:33]=1)[CH2:3][N:4]1[C:9](=[O:10])[C:8]([C:11]2[CH:12]=[CH:13][C:14]([F:17])=[CH:15][CH:16]=2)=[C:7]([C:18]2[CH:23]=[CH:22][C:21]([S:24]([CH3:27])(=[O:26])=[O:25])=[CH:20][CH:19]=2)[CH:6]=[N:5]1, predict the reactants needed to synthesize it. The reactants are: [OH:1][CH:2]([C:28]1[CH:33]=[CH:32][CH:31]=[CH:30][CH:29]=1)[CH2:3][N:4]1[C:9](=[O:10])[C:8]([C:11]2[CH:16]=[CH:15][C:14]([F:17])=[CH:13][CH:12]=2)=[C:7]([C:18]2[CH:23]=[CH:22][C:21]([S:24]([CH3:27])(=[O:26])=[O:25])=[CH:20][CH:19]=2)[CH:6]=[N:5]1.I[CH3:35].[H-].[Na+]. (3) Given the product [CH2:3]([N:10]([CH2:11][CH2:12][C:13]1[CH:18]=[CH:17][C:16]([O:19][CH2:20][CH2:21][CH2:22][CH2:23][C:24]2[CH:29]=[CH:28][CH:27]=[CH:26][CH:25]=2)=[CH:15][CH:14]=1)[CH2:30][CH:31]([C:33]1[C:41]2[S:40][C:39](=[O:42])[NH:38][C:37]=2[C:36]([OH:45])=[CH:35][CH:34]=1)[OH:32])[C:4]1[CH:9]=[CH:8][CH:7]=[CH:6][CH:5]=1, predict the reactants needed to synthesize it. The reactants are: [BH4-].[Na+].[CH2:3]([N:10]([CH2:30][C:31]([C:33]1[C:41]2[S:40][C:39](=[O:42])[N:38](O)[C:37]=2[CH:36]=[CH:35][CH:34]=1)=[O:32])[CH2:11][CH2:12][C:13]1[CH:18]=[CH:17][C:16]([O:19][CH2:20][CH2:21][CH2:22][CH2:23][C:24]2[CH:29]=[CH:28][CH:27]=[CH:26][CH:25]=2)=[CH:15][CH:14]=1)[C:4]1[CH:9]=[CH:8][CH:7]=[CH:6][CH:5]=1.C[OH:45]. (4) Given the product [C:1]([O:5][NH:6][C:7]([CH2:9][CH2:10][CH2:11][CH2:12][CH2:13][CH2:14][NH:15][C:17]1[N:18]=[N+:19]([O-:27])[C:20]2[CH:26]=[CH:25][CH:24]=[CH:23][C:21]=2[N:22]=1)=[O:8])([CH3:4])([CH3:3])[CH3:2], predict the reactants needed to synthesize it. The reactants are: [C:1]([O:5][NH:6][C:7]([CH2:9][CH2:10][CH2:11][CH2:12][CH2:13][CH2:14][NH2:15])=[O:8])([CH3:4])([CH3:3])[CH3:2].Cl[C:17]1[N:18]=[N+:19]([O-:27])[C:20]2[CH:26]=[CH:25][CH:24]=[CH:23][C:21]=2[N:22]=1.CCN(CC)CC. (5) Given the product [ClH:1].[ClH:1].[CH3:40][O:41][C:42]1[C:47]([C:48]2[CH:53]=[CH:52][CH:51]=[C:50]([O:54][C:55]([F:56])([F:57])[F:58])[CH:49]=2)=[CH:46][C:45]([CH:12]([C:13]2([OH:19])[CH2:14][CH2:15][CH2:16][CH2:17][CH2:18]2)[CH2:11][N:10]2[CH2:9][CH2:8][N:7]([CH3:37])[CH2:6][CH2:5]2)=[CH:44][CH:43]=1, predict the reactants needed to synthesize it. The reactants are: [ClH:1].Cl.CO[CH:5]1[N:10]([CH2:11][CH2:12][C:13]2([OH:19])[CH2:18][CH2:17][CH2:16][CH2:15][CH2:14]2)[CH2:9][CH:8](C2C(OC(F)(F)F)=C(C3C=CC=CC=3)C=CC=2)[N:7]([CH3:37])[CH2:6]1.Cl.Cl.[CH3:40][O:41][C:42]1[C:47]([C:48]2[CH:53]=[CH:52][CH:51]=[C:50]([O:54][C:55]([F:58])([F:57])[F:56])[CH:49]=2)=[CH:46][C:45](C(C2(O)CCCCC2)CN2CCNCC2)=[CH:44][CH:43]=1.